From a dataset of Reaction yield outcomes from USPTO patents with 853,638 reactions. Predict the reaction yield, written as a fraction of the theoretical maximum amount of product (1.0 means a 100% yield; for example, 0.34 means a 34% yield). (1) The reactants are [CH:1]([N:4]1[C:8]([C:9]2[N:18]=[C:17]3[N:11]([CH2:12][CH2:13][O:14][C:15]4[CH:22]=[C:21]([N:23]5[CH2:26][CH2:25][C@@H:24]5[CH:27]5[CH2:32][CH2:31][CH2:30][NH:29][CH2:28]5)[CH:20]=[CH:19][C:16]=43)[CH:10]=2)=[N:7][C:6]([CH3:33])=[N:5]1)([CH3:3])[CH3:2].[H][H].[CH3:36][C:37]([CH3:39])=O. The catalyst is [Pd]. The product is [CH:1]([N:4]1[C:8]([C:9]2[N:18]=[C:17]3[C:16]4[CH:19]=[CH:20][C:21]([N:23]5[CH2:26][CH2:25][CH:24]5[C@@H:27]5[CH2:32][CH2:31][CH2:30][N:29]([CH:37]([CH3:39])[CH3:36])[CH2:28]5)=[CH:22][C:15]=4[O:14][CH2:13][CH2:12][N:11]3[CH:10]=2)=[N:7][C:6]([CH3:33])=[N:5]1)([CH3:3])[CH3:2]. The yield is 0.400. (2) The reactants are [BH4-].[Na+].[N+:3]([C:6]1[CH:7]=[N:8][C:9]2[CH2:10][CH2:11][C:12](=[O:16])[CH2:13][C:14]=2[CH:15]=1)([O-:5])=[O:4]. The catalyst is CO. The product is [OH:16][CH:12]1[CH2:11][CH2:10][C:9]2[N:8]=[CH:7][C:6]([N+:3]([O-:5])=[O:4])=[CH:15][C:14]=2[CH2:13]1. The yield is 0.760. (3) The reactants are [BH4-].[Na+].[N+:3]([C:6]1[CH:7]=[C:8]([C:12](=[O:26])[CH2:13][CH2:14][C:15]([C:17]2[CH:22]=[CH:21][CH:20]=[C:19]([N+:23]([O-:25])=[O:24])[CH:18]=2)=[O:16])[CH:9]=[CH:10][CH:11]=1)([O-:5])=[O:4]. The catalyst is C(O)C. The product is [N+:3]([C:6]1[CH:7]=[C:8]([CH:12]([OH:26])[CH2:13][CH2:14][CH:15]([C:17]2[CH:22]=[CH:21][CH:20]=[C:19]([N+:23]([O-:25])=[O:24])[CH:18]=2)[OH:16])[CH:9]=[CH:10][CH:11]=1)([O-:5])=[O:4]. The yield is 1.00. (4) The reactants are [CH2:1]([O:3][C:4]([C:6]1[CH:37]=[CH:36][C:9]([NH:10][C:11]2[N:12]=[C:13]([CH3:35])[C:14]3[CH:20]=[CH:19][C:18](=[O:21])[N:17]([C:22]4[CH:34]=[CH:33][C:25]([C:26]([O:28][C:29](C)(C)C)=[O:27])=[CH:24][CH:23]=4)[C:15]=3[N:16]=2)=[CH:8][CH:7]=1)=[O:5])C.OS(O)(=O)=O. The catalyst is CO. The product is [CH3:29][O:28][C:26]([C:25]1[CH:33]=[CH:34][C:22]([N:17]2[C:15]3[N:16]=[C:11]([NH:10][C:9]4[CH:8]=[CH:7][C:6]([C:4]([O:3][CH3:1])=[O:5])=[CH:37][CH:36]=4)[N:12]=[C:13]([CH3:35])[C:14]=3[CH:20]=[CH:19][C:18]2=[O:21])=[CH:23][CH:24]=1)=[O:27]. The yield is 0.560. (5) The reactants are [CH:1]1([C:7]2[CH:15]=[CH:14][C:10]([C:11]([OH:13])=O)=[CH:9][CH:8]=2)[CH2:6][CH2:5][CH2:4][CH2:3][CH2:2]1.C1C=CC2N(O)N=NC=2C=1.CN(C(ON1N=NC2C=CC=CC1=2)=[N+](C)C)C.F[P-](F)(F)(F)(F)F.C(N(CC)CC)C.Cl.[C:58]([C:61]1([C:67]2[CH:72]=[CH:71][CH:70]=[CH:69][CH:68]=2)[CH2:66][CH2:65][NH:64][CH2:63][CH2:62]1)(=[O:60])[CH3:59]. The catalyst is CN(C=O)C.C(OCC)(=O)C. The product is [CH:1]1([C:7]2[CH:8]=[CH:9][C:10]([C:11]([N:64]3[CH2:65][CH2:66][C:61]([C:58](=[O:60])[CH3:59])([C:67]4[CH:68]=[CH:69][CH:70]=[CH:71][CH:72]=4)[CH2:62][CH2:63]3)=[O:13])=[CH:14][CH:15]=2)[CH2:2][CH2:3][CH2:4][CH2:5][CH2:6]1. The yield is 0.870. (6) The reactants are [C:1]([C:5]1[CH:10]=[C:9]([N+:11]([O-])=O)[CH:8]=[C:7]([C:14]([CH3:17])([CH3:16])[CH3:15])[C:6]=1[OH:18])([CH3:4])([CH3:3])[CH3:2]. The catalyst is CO.[Pd]. The product is [C:1]([C:5]1[CH:10]=[C:9]([NH2:11])[CH:8]=[C:7]([C:14]([CH3:17])([CH3:16])[CH3:15])[C:6]=1[OH:18])([CH3:4])([CH3:3])[CH3:2]. The yield is 0.480. (7) The reactants are [NH2:1][C:2]1[CH:3]=[C:4]([OH:8])[CH:5]=[CH:6][CH:7]=1.Br[C:10]1[CH:15]=[CH:14][C:13]([C:16]([F:19])([F:18])[F:17])=[CH:12][CH:11]=1.C(=O)([O-])[O-].[Cs+].[Cs+]. The catalyst is CC(N(C)C)=O.O. The product is [F:17][C:16]([F:19])([F:18])[C:13]1[CH:14]=[CH:15][C:10]([O:8][C:4]2[CH:3]=[C:2]([CH:7]=[CH:6][CH:5]=2)[NH2:1])=[CH:11][CH:12]=1. The yield is 0.590. (8) The reactants are [O:1]1[CH2:6][CH2:5][CH:4]([C:7]([NH2:9])=[O:8])[CH2:3][CH2:2]1.C(Cl)(=O)[C:11](Cl)=[O:12].[NH2:16][C:17]1[N:22]=[CH:21][C:20]([O:23][C:24]2[CH:29]=[CH:28][N:27]=[C:26]([NH:30][C:31]([CH:33]3[CH2:35][CH2:34]3)=[O:32])[CH:25]=2)=[CH:19][CH:18]=1.O. The catalyst is ClCCCl.C1COCC1. The product is [CH:33]1([C:31]([NH:30][C:26]2[CH:25]=[C:24]([O:23][C:20]3[CH:19]=[CH:18][C:17]([NH:16][C:11]([NH:9][C:7]([CH:4]4[CH2:5][CH2:6][O:1][CH2:2][CH2:3]4)=[O:8])=[O:12])=[N:22][CH:21]=3)[CH:29]=[CH:28][N:27]=2)=[O:32])[CH2:34][CH2:35]1. The yield is 0.390.